Dataset: Reaction yield outcomes from USPTO patents with 853,638 reactions. Task: Predict the reaction yield, written as a fraction of the theoretical maximum amount of product (1.0 means a 100% yield; for example, 0.34 means a 34% yield). The reactants are N#N.[CH:3](O)=[O:4].CC(OC(C)=O)=O.[NH2:13][CH:14]([C:20]#[N:21])[C:15]([O:17][CH2:18][CH3:19])=[O:16]. The catalyst is C1COCC1. The product is [C:20]([CH:14]([NH:13][CH:3]=[O:4])[C:15]([O:17][CH2:18][CH3:19])=[O:16])#[N:21]. The yield is 0.700.